Dataset: Forward reaction prediction with 1.9M reactions from USPTO patents (1976-2016). Task: Predict the product of the given reaction. (1) The product is: [ClH:34].[CH:1]([C:3]1[CH:16]=[CH:15][C:14]2[C:5](=[C:6]([O:17][C@H:18]3[CH2:22][NH:21][C@H:20]([C:30]([O:32][CH3:33])=[O:31])[CH2:19]3)[N:7]=[C:8]3[C:13]=2[CH:12]=[CH:11][CH:10]=[CH:9]3)[CH:4]=1)=[CH2:2]. Given the reactants [CH:1]([C:3]1[CH:16]=[CH:15][C:14]2[C:5](=[C:6]([O:17][C@H:18]3[CH2:22][N:21](C(OC(C)(C)C)=O)[C@H:20]([C:30]([O:32][CH3:33])=[O:31])[CH2:19]3)[N:7]=[C:8]3[C:13]=2[CH:12]=[CH:11][CH:10]=[CH:9]3)[CH:4]=1)=[CH2:2].[ClH:34], predict the reaction product. (2) Given the reactants ON1C2C=CC=CC=2N=N1.Cl.[CH3:12][O:13][CH:14]1[CH2:19][CH2:18][NH:17][CH2:16][CH2:15]1.CN1C=CC([C:26]2[C:27]([C:37]([OH:39])=O)=[N:28][N:29]([C:31]3[CH:32]=[N:33][CH:34]=[CH:35][CH:36]=3)[CH:30]=2)=C1.Cl.[CH3:41][N:42]([CH3:51])[CH2:43][CH2:44][CH2:45]N=C=NCC, predict the reaction product. The product is: [CH3:41][N:42]1[CH:51]=[CH:45][C:44]([C:30]2[N:29]([C:31]3[CH:32]=[N:33][CH:34]=[CH:35][CH:36]=3)[N:28]=[C:27]([C:37]([N:17]3[CH2:18][CH2:19][CH:14]([O:13][CH3:12])[CH2:15][CH2:16]3)=[O:39])[CH:26]=2)=[CH:43]1.